Dataset: Forward reaction prediction with 1.9M reactions from USPTO patents (1976-2016). Task: Predict the product of the given reaction. (1) The product is: [Cl:22][C:23]1[CH:24]=[C:25]([NH:26][C:19]2[C:20]3[N:12]([CH2:11][CH2:10][OH:9])[CH:13]=[CH:14][C:15]=3[N:16]=[CH:17][N:18]=2)[CH:27]=[CH:28][C:29]=1[O:30][C:31]1[CH:39]=[C:38]2[C:34]([CH:35]=[N:36][C:37]2([CH3:40])[CH3:41])=[CH:33][CH:32]=1. Given the reactants C([O:9][CH2:10][CH2:11][N:12]1[C:20]2[C:19](Cl)=[N:18][CH:17]=[N:16][C:15]=2[CH:14]=[CH:13]1)(=O)C1C=CC=CC=1.[Cl:22][C:23]1[CH:24]=[C:25]([CH:27]=[CH:28][C:29]=1[O:30][C:31]1[CH:39]=[C:38]2[C:34]([CH:35]=[N:36][C:37]2([CH3:41])[CH3:40])=[CH:33][CH:32]=1)[NH2:26].Cl.N1C=CC=CC=1.C(=O)([O-])O.[Na+], predict the reaction product. (2) Given the reactants [Br:1][C:2]1[C:7]([O:8][CH3:9])=[CH:6][C:5]([C:10]2[N:11]=[CH:12][O:13][CH:14]=2)=[CH:4][C:3]=1[O:15][CH3:16].[Li+].CC([N-]C(C)C)C.CON(C)[C:28](=[O:44])[CH:29]([O:42][CH3:43])[C:30]1[CH:35]=[CH:34][C:33]([N:36]2[CH2:41][CH2:40][O:39][CH2:38][CH2:37]2)=[CH:32][CH:31]=1, predict the reaction product. The product is: [Br:1][C:2]1[C:7]([O:8][CH3:9])=[CH:6][C:5]([C:10]2[N:11]=[C:12]([C:28](=[O:44])[CH:29]([O:42][CH3:43])[C:30]3[CH:31]=[CH:32][C:33]([N:36]4[CH2:37][CH2:38][O:39][CH2:40][CH2:41]4)=[CH:34][CH:35]=3)[O:13][CH:14]=2)=[CH:4][C:3]=1[O:15][CH3:16]. (3) Given the reactants [CH3:1][O:2][C:3]1[CH:4]=[C:5](Br)[CH:6]=[C:7]([O:10][CH3:11])[C:8]=1[Cl:9].[O:13]1[CH:17]=[CH:16][CH:15]=[C:14]1B(O)O.C([O-])([O-])=O.[Na+].[Na+], predict the reaction product. The product is: [Cl:9][C:8]1[C:3]([O:2][CH3:1])=[CH:4][C:5]([C:14]2[O:13][CH:17]=[CH:16][CH:15]=2)=[CH:6][C:7]=1[O:10][CH3:11]. (4) Given the reactants [C:1]1(=[O:11])[NH:5][C:4](=[O:6])[C:3]2=[CH:7][CH:8]=[CH:9][CH:10]=[C:2]12.[K].[C:13]1([C:47]2[CH:52]=[CH:51][CH:50]=[CH:49][CH:48]=2)[CH:18]=[CH:17][C:16]([CH2:19][CH2:20][CH:21]([O:37]CC2C=CC(OC)=CC=2)[CH:22]([CH2:30][CH2:31]OS(C)(=O)=O)[C:23]([O:25]C(C)(C)C)=[O:24])=[CH:15][CH:14]=1, predict the reaction product. The product is: [C:13]1([C:47]2[CH:48]=[CH:49][CH:50]=[CH:51][CH:52]=2)[CH:14]=[CH:15][C:16]([CH2:19][CH2:20][CH:21]([OH:37])[CH:22]([CH2:30][CH2:31][N:5]2[C:1](=[O:11])[C:2]3[C:3](=[CH:7][CH:8]=[CH:9][CH:10]=3)[C:4]2=[O:6])[C:23]([OH:25])=[O:24])=[CH:17][CH:18]=1.